From a dataset of Forward reaction prediction with 1.9M reactions from USPTO patents (1976-2016). Predict the product of the given reaction. (1) Given the reactants [CH3:1][O:2][C:3]([C:5]1[CH:10]=[CH:9][CH:8]=[CH:7][C:6]=1[CH2:11][S:12][C:13]1[NH:14][C:15]2[C:21](CC(O)=O)=[CH:20][CH:19]=[CH:18][C:16]=2[N:17]=1)=[O:4].[NH2:26][C:27]1[CH:32]=[CH:31][CH:30]=[CH:29][CH:28]=1.CCN=C=NC[CH2:39][CH2:40]N(C)C.[OH2:44], predict the reaction product. The product is: [CH3:1][O:2][C:3](=[O:4])[C:5]1[CH:10]=[CH:9][CH:8]=[CH:7][C:6]=1[CH2:11][S:12][C:13]1[N:17]([CH2:39][C:40](=[O:44])[NH:26][C:27]2[CH:32]=[CH:31][CH:30]=[CH:29][CH:28]=2)[C:16]2[CH:18]=[CH:19][CH:20]=[CH:21][C:15]=2[N:14]=1. (2) Given the reactants [CH:1]1([NH:6][CH2:7][C:8]([CH3:14])([CH3:13])[C:9]([NH:11][CH3:12])=[O:10])[CH2:5][CH2:4][CH2:3][CH2:2]1.[Br:15][C:16]1[C:17](Cl)=[N:18][C:19]([Cl:22])=[N:20][CH:21]=1.CCN(C(C)C)C(C)C, predict the reaction product. The product is: [Br:15][C:16]1[C:17]([N:6]([CH:1]2[CH2:2][CH2:3][CH2:4][CH2:5]2)[CH2:7][C:8]([CH3:14])([CH3:13])[C:9]([NH:11][CH3:12])=[O:10])=[N:18][C:19]([Cl:22])=[N:20][CH:21]=1. (3) Given the reactants [CH3:1][O:2][C:3]([NH:5][C@@H:6]([CH:10]([CH3:12])[CH3:11])[C:7]([OH:9])=O)=[O:4].CN(C(ON1N=NC2C=CC=NC1=2)=[N+](C)C)C.F[P-](F)(F)(F)(F)F.CCN(C(C)C)C(C)C.Cl.[C:47]([C@@H:49]1[CH2:53][NH:52][C@H:51]([C:54]2[NH:55][C:56]([C:59]3[CH:60]=[C:61]4[C:66](=[CH:67][CH:68]=3)[CH:65]=[C:64]([C:69]3[CH:74]=[CH:73][C:72]([C:75]5[NH:79][C:78]([C@@H:80]6[CH2:92][N:90]7[C:91]8[CH:83]([C@@H:84]([NH:93][C:94](=[O:97])[O:95][CH3:96])[CH2:85][CH2:86][C:87]=8[CH:88]=[CH:89]7)[C:82](=[O:98])[CH2:81]6)=[N:77][CH:76]=5)=[CH:71][CH:70]=3)[CH:63]=[CH:62]4)=[CH:57][N:58]=2)[CH2:50]1)#[N:48].[NH4+].[Cl-], predict the reaction product. The product is: [CH3:96][O:95][C:94](=[O:97])[NH:93][C@@H:84]1[CH:83]2[C:82](=[O:98])[CH2:81][C@H:80]([C:78]3[NH:79][C:75]([C:72]4[CH:71]=[CH:70][C:69]([C:64]5[CH:63]=[CH:62][C:61]6[C:66](=[CH:67][CH:68]=[C:59]([C:56]7[NH:55][C:54]([C@@H:51]8[CH2:50][C@H:49]([C:47]#[N:48])[CH2:53][N:52]8[C:7](=[O:9])[C@@H:6]([NH:5][C:3]([O:2][CH3:1])=[O:4])[CH:10]([CH3:12])[CH3:11])=[N:58][CH:57]=7)[CH:60]=6)[CH:65]=5)=[CH:74][CH:73]=4)=[CH:76][N:77]=3)[CH2:92][N:90]3[C:91]2=[C:87]([CH:88]=[CH:89]3)[CH2:86][CH2:85]1.